This data is from Forward reaction prediction with 1.9M reactions from USPTO patents (1976-2016). The task is: Predict the product of the given reaction. (1) Given the reactants [CH2:1]([N:3]([CH2:18][CH3:19])[S:4]([C:7]1[CH:12]=[CH:11][C:10]([O:13][CH3:14])=[C:9]([N:15]=[C:16]=[S:17])[CH:8]=1)(=[O:6])=[O:5])[CH3:2].COC1C=CC=CC=1NC([NH:31][C:32]1[C:40]2[N:39]=[CH:38][N:37]([CH3:41])[C:36]=2[CH:35]=[CH:34][CH:33]=1)=S, predict the reaction product. The product is: [CH2:18]([N:3]([CH2:1][CH3:2])[S:4]([C:7]1[CH:12]=[CH:11][C:10]([O:13][CH3:14])=[C:9]([NH:15][C:16]([NH:31][C:32]2[C:40]3[N:39]=[CH:38][N:37]([CH3:41])[C:36]=3[CH:35]=[CH:34][CH:33]=2)=[S:17])[CH:8]=1)(=[O:5])=[O:6])[CH3:19]. (2) Given the reactants Br[C:2]1[CH:19]=[CH:18][C:5]([CH2:6][O:7][C:8]2[CH:16]=[CH:15][C:11]([C:12]([OH:14])=[O:13])=[C:10]([OH:17])[CH:9]=2)=[CH:4][CH:3]=1.[C:20]([C:23]1[CH:24]=[C:25](B(O)O)[CH:26]=[CH:27][CH:28]=1)(=[O:22])[CH3:21].C([O-])([O-])=O.[Na+].[Na+], predict the reaction product. The product is: [C:20]([C:23]1[CH:28]=[C:27]([C:2]2[CH:19]=[CH:18][C:5]([CH2:6][O:7][C:8]3[CH:16]=[CH:15][C:11]([C:12]([OH:14])=[O:13])=[C:10]([OH:17])[CH:9]=3)=[CH:4][CH:3]=2)[CH:26]=[CH:25][CH:24]=1)(=[O:22])[CH3:21]. (3) The product is: [F:65][C:19]1([F:18])[CH2:24][CH2:23][CH:22]([C:25]2[C:34]3[CH:33]([OH:35])[CH2:32][C:31]([CH3:45])([CH3:46])[CH2:30][C:29]=3[N:28]=[C:27]([CH:47]3[CH2:52][CH2:51][N:50]([C:2]4[N:7]=[CH:6][C:5]([S:8][CH3:9])=[CH:4][N:3]=4)[CH2:49][CH2:48]3)[C:26]=2[CH:53]([F:64])[C:54]2[CH:59]=[CH:58][C:57]([C:60]([F:62])([F:63])[F:61])=[CH:56][CH:55]=2)[CH2:21][CH2:20]1. Given the reactants Cl[C:2]1[N:7]=[CH:6][C:5]([S:8][CH3:9])=[CH:4][N:3]=1.BrC1C=NC(Cl)=NC=1.[F:18][C:19]1([F:65])[CH2:24][CH2:23][CH:22]([C:25]2[C:34]3[CH:33]([O:35]CC4C=CC(OC)=CC=4)[CH2:32][C:31]([CH3:46])([CH3:45])[CH2:30][C:29]=3[N:28]=[C:27]([CH:47]3[CH2:52][CH2:51][NH:50][CH2:49][CH2:48]3)[C:26]=2[CH:53]([F:64])[C:54]2[CH:59]=[CH:58][C:57]([C:60]([F:63])([F:62])[F:61])=[CH:56][CH:55]=2)[CH2:21][CH2:20]1, predict the reaction product.